From a dataset of Full USPTO retrosynthesis dataset with 1.9M reactions from patents (1976-2016). Predict the reactants needed to synthesize the given product. (1) Given the product [F:8][C:4]1[CH:5]=[CH:6][CH:7]=[C:2]([F:1])[C:3]=1[C:9]1[CH:14]=[C:13]([C:15]([C:17]2[N:18]([CH2:28][O:29][CH2:30][CH2:31][Si:32]([CH3:35])([CH3:34])[CH3:33])[C:19]([C:22]3[CH:23]=[N:24][N:25]([CH3:27])[CH:26]=3)=[CH:20][N:21]=2)=[O:16])[CH:12]=[CH:11][N:10]=1, predict the reactants needed to synthesize it. The reactants are: [F:1][C:2]1[CH:7]=[CH:6][CH:5]=[C:4]([F:8])[C:3]=1[C:9]1[CH:14]=[C:13]([CH:15]([C:17]2[N:18]([CH2:28][O:29][CH2:30][CH2:31][Si:32]([CH3:35])([CH3:34])[CH3:33])[C:19]([C:22]3[CH:23]=[N:24][N:25]([CH3:27])[CH:26]=3)=[CH:20][N:21]=2)[OH:16])[CH:12]=[CH:11][N:10]=1. (2) The reactants are: [Cl:1][C:2]1[CH:32]=[CH:31][C:5]([CH2:6][C@H:7]([C:9]([N:11]2[CH2:16][CH2:15][CH:14]([N:17]([CH:25]3[CH2:30][CH2:29][CH2:28][CH2:27][CH2:26]3)[C:18]([N:20]([CH2:23][CH3:24])[CH2:21][CH3:22])=[O:19])[CH2:13][CH2:12]2)=[O:10])[NH2:8])=[CH:4][CH:3]=1.[C:33]([N:40]1[CH2:45][CH2:44][CH2:43][CH2:42][C:41]1=O)([O:35][C:36]([CH3:39])([CH3:38])[CH3:37])=[O:34].C(O[BH-](OC(=O)C)OC(=O)C)(=O)C.[Na+]. Given the product [Cl:1][C:2]1[CH:3]=[CH:4][C:5]([CH2:6][C@@H:7]([NH:8][CH:43]2[CH2:44][CH2:45][N:40]([C:33]([O:35][C:36]([CH3:39])([CH3:38])[CH3:37])=[O:34])[CH2:41][CH2:42]2)[C:9]([N:11]2[CH2:12][CH2:13][CH:14]([N:17]([CH:25]3[CH2:30][CH2:29][CH2:28][CH2:27][CH2:26]3)[C:18]([N:20]([CH2:21][CH3:22])[CH2:23][CH3:24])=[O:19])[CH2:15][CH2:16]2)=[O:10])=[CH:31][CH:32]=1, predict the reactants needed to synthesize it. (3) Given the product [CH2:2]([C:18]1[CH2:17][CH:16]=[C:15]([C:11]([CH3:14])([CH3:13])[CH3:12])[CH:19]=1)[CH2:3][CH3:4], predict the reactants needed to synthesize it. The reactants are: O1C[CH2:4][CH2:3][CH2:2]1.C([Mg]Br)CC.[C:11]([C:15]1[CH2:19][CH2:18][C:17](=O)[CH:16]=1)([CH3:14])([CH3:13])[CH3:12].Cl. (4) Given the product [F:1][C:2]1[CH:7]=[C:6]([F:8])[CH:5]=[CH:4][C:3]=1[C:9]12[CH2:18][O:17][CH:16]([C:19]3[CH:25]=[N:42][N:41]([CH3:40])[CH:20]=3)[CH2:15][CH:14]1[CH:13]([CH3:30])[S:12][C:11]([NH2:31])=[N:10]2, predict the reactants needed to synthesize it. The reactants are: [F:1][C:2]1[CH:7]=[C:6]([F:8])[CH:5]=[CH:4][C:3]=1[C@:9]12[CH2:18][O:17][C@@H:16]([CH:19]([CH:25](OC)OC)[CH:20](OC)OC)[CH2:15][C@H:14]1[C@@H:13]([CH3:30])[S:12][C:11]([NH:31]C(=O)C1C=CC=CC=1)=[N:10]2.[CH3:40][NH:41][NH2:42].S(=O)(=O)(O)O.C(=O)(O)[O-].[Na+]. (5) Given the product [Br:11][C:5]1[CH:6]=[C:7]([N+:8]([O-:10])=[O:9])[C:2]([C:12]#[N:13])=[N:3][CH:4]=1, predict the reactants needed to synthesize it. The reactants are: Br[C:2]1[C:7]([N+:8]([O-:10])=[O:9])=[CH:6][C:5]([Br:11])=[CH:4][N:3]=1.[C:12]([Cu])#[N:13]. (6) Given the product [F:30][C:28]([F:29])([F:31])[C:26]1[CH:27]=[C:22]([CH:23]=[C:24]([C:32]([F:35])([F:34])[F:33])[CH:25]=1)[CH2:21][N:19]([CH3:20])[C:18]([C:8]1[C:9]([C:11]2[CH:16]=[CH:15][CH:14]=[CH:13][C:12]=2[CH3:17])=[CH:10][C:5]([C:3]([OH:4])=[O:2])=[N:6][CH:7]=1)=[O:36], predict the reactants needed to synthesize it. The reactants are: C[O:2][C:3]([C:5]1[CH:10]=[C:9]([C:11]2[CH:16]=[CH:15][CH:14]=[CH:13][C:12]=2[CH3:17])[C:8]([C:18](=[O:36])[N:19]([CH2:21][C:22]2[CH:27]=[C:26]([C:28]([F:31])([F:30])[F:29])[CH:25]=[C:24]([C:32]([F:35])([F:34])[F:33])[CH:23]=2)[CH3:20])=[CH:7][N:6]=1)=[O:4].CO.O1CCOCC1.O. (7) Given the product [O:80]=[C:79]1[CH2:81][CH2:82][C:83](=[O:84])[N:78]1[O:11][C:10](=[O:12])[CH2:9][CH2:8][CH:7]([NH:13][C:14](=[O:63])[CH2:15][CH2:16][CH:17]([C:56]([O:58][C:59]([CH3:62])([CH3:61])[CH3:60])=[O:57])[NH:18][C:19]([CH:21]1[CH2:26][CH2:25][CH:24]([CH2:27][NH:28][C:29](=[O:55])[CH2:30][CH2:31][CH2:32][CH2:33][CH2:34][CH2:35][CH2:36][CH2:37][CH2:38][CH2:39][CH2:40][CH2:41][CH2:42][CH2:43][CH2:44][CH2:45][CH2:46][CH2:47][C:48]([O:50][C:51]([CH3:52])([CH3:53])[CH3:54])=[O:49])[CH2:23][CH2:22]1)=[O:20])[C:6]([O:5][C:1]([CH3:2])([CH3:3])[CH3:4])=[O:64], predict the reactants needed to synthesize it. The reactants are: [C:1]([O:5][C:6](=[O:64])[CH:7]([NH:13][C:14](=[O:63])[CH2:15][CH2:16][CH:17]([C:56]([O:58][C:59]([CH3:62])([CH3:61])[CH3:60])=[O:57])[NH:18][C:19]([CH:21]1[CH2:26][CH2:25][CH:24]([CH2:27][NH:28][C:29](=[O:55])[CH2:30][CH2:31][CH2:32][CH2:33][CH2:34][CH2:35][CH2:36][CH2:37][CH2:38][CH2:39][CH2:40][CH2:41][CH2:42][CH2:43][CH2:44][CH2:45][CH2:46][CH2:47][C:48]([O:50][C:51]([CH3:54])([CH3:53])[CH3:52])=[O:49])[CH2:23][CH2:22]1)=[O:20])[CH2:8][CH2:9][C:10]([OH:12])=[O:11])([CH3:4])([CH3:3])[CH3:2].[B-](F)(F)(F)F.CN(C(O[N:78]1[C:83](=[O:84])[CH2:82][CH2:81][C:79]1=[O:80])=[N+](C)C)C.CCN(C(C)C)C(C)C. (8) The reactants are: [Br:1][C:2]1[C:7](=[O:8])[NH:6][CH:5]=[C:4]([C:9]([OH:11])=O)[CH:3]=1.[CH3:12][N:13]1[CH2:18][CH2:17][NH:16][CH2:15][CH2:14]1. Given the product [Br:1][C:2]1[C:7](=[O:8])[NH:6][CH:5]=[C:4]([C:9]([N:16]2[CH2:17][CH2:18][N:13]([CH3:12])[CH2:14][CH2:15]2)=[O:11])[CH:3]=1, predict the reactants needed to synthesize it.